This data is from Peptide-MHC class I binding affinity with 185,985 pairs from IEDB/IMGT. The task is: Regression. Given a peptide amino acid sequence and an MHC pseudo amino acid sequence, predict their binding affinity value. This is MHC class I binding data. (1) The peptide sequence is GPRWPRRMP. The MHC is HLA-B58:01 with pseudo-sequence HLA-B58:01. The binding affinity (normalized) is 0.0847. (2) The peptide sequence is IPQSLDSYWTSL. The MHC is HLA-A11:01 with pseudo-sequence HLA-A11:01. The binding affinity (normalized) is 0. (3) The peptide sequence is VTDSQYALGI. The MHC is HLA-B44:03 with pseudo-sequence HLA-B44:03. The binding affinity (normalized) is 0.